The task is: Predict the reactants needed to synthesize the given product.. This data is from Full USPTO retrosynthesis dataset with 1.9M reactions from patents (1976-2016). (1) Given the product [Br:1][C:2]1[CH:7]=[N:6][C:5]([O:8][C:21]2[CH:22]=[N:18][NH:19][CH:20]=2)=[N:4][CH:3]=1, predict the reactants needed to synthesize it. The reactants are: [Br:1][C:2]1[CH:3]=[N:4][C:5]([O:8]N2C3=NC=CC=C3N=N2)=[N:6][CH:7]=1.[NH:18]1[C:22](B(O)O)=[CH:21][CH:20]=[N:19]1.C([O-])([O-])=O.[Cs+].[Cs+]. (2) Given the product [Cl:1][C:2]1[CH:3]=[CH:4][C:5]2[N:11]3[CH:12]=[CH:13][CH:14]=[C:10]3[C@@H:9]([CH2:15][CH2:16][N:17]3[CH:21]=[CH:40][C:41]([CH2:42][C:43]([OH:44])=[O:72])=[N:47]3)[O:8][C@H:7]([C:26]3[CH:31]=[CH:30][CH:29]=[C:28]([O:32][CH3:33])[C:27]=3[O:34][CH3:35])[C:6]=2[CH:36]=1, predict the reactants needed to synthesize it. The reactants are: [Cl:1][C:2]1[CH:3]=[CH:4][C:5]2[N:11]3[CH:12]=[CH:13][CH:14]=[C:10]3[C@@H:9]([CH2:15][CH2:16][N:17]3[CH:21]=C(CC(O)=O)N=N3)[O:8][C@H:7]([C:26]3[CH:31]=[CH:30][CH:29]=[C:28]([O:32][CH3:33])[C:27]=3[O:34][CH3:35])[C:6]=2[CH:36]=1.ClC1C=[CH:40][C:41]2[N:47]3C=CC=C3[C@@H](CCN3C=CC(CC#N)=N3)[O:44][C@H:43](C3C=CC=C(OC)C=3OC)[C:42]=2C=1.[OH-:72].[Na+]. (3) Given the product [Br:23][C:24]1[N:29]=[C:28]([CH3:30])[C:27]([NH:31][C:2]2[N:7]=[CH:6][N:5]=[C:4]([O:8][CH:9]3[CH2:14][CH2:13][N:12]([C:15]([O:17][CH:18]([CH3:20])[CH3:19])=[O:16])[CH2:11][CH2:10]3)[C:3]=2[O:21][CH3:22])=[C:26]([CH3:32])[CH:25]=1, predict the reactants needed to synthesize it. The reactants are: Cl[C:2]1[N:7]=[CH:6][N:5]=[C:4]([O:8][CH:9]2[CH2:14][CH2:13][N:12]([C:15]([O:17][CH:18]([CH3:20])[CH3:19])=[O:16])[CH2:11][CH2:10]2)[C:3]=1[O:21][CH3:22].[Br:23][C:24]1[N:29]=[C:28]([CH3:30])[C:27]([NH2:31])=[C:26]([CH3:32])[CH:25]=1.C(N1CCN2CCN(CC(C)C)P1N(CC(C)C)CC2)C(C)C.O(C(C)(C)C)[Na]. (4) Given the product [Br:23][C:20]1[CH:21]=[CH:22][C:17]([CH2:16][CH:15]2[NH:24][CH2:9][C:10]3[CH:28]=[CH:27][CH:26]=[CH:25][C:11]=3[CH2:12][O:13][CH2:14]2)=[CH:18][CH:19]=1, predict the reactants needed to synthesize it. The reactants are: FC(F)(F)C(O)=O.Br[CH2:9][C:10]1[CH:28]=[CH:27][CH:26]=[CH:25][C:11]=1[CH2:12][O:13][CH2:14][CH:15]([NH2:24])[CH2:16][C:17]1[CH:22]=[CH:21][C:20]([Br:23])=[CH:19][CH:18]=1.C([O-])([O-])=O.[K+].[K+]. (5) Given the product [C:1]([O:4][C@H:5]1[C@@H:20]([O:21][C:22](=[O:24])[CH3:23])[C@H:19]([O:25][C:26](=[O:28])[CH3:27])[C@@H:18]([CH2:29][O:30][C:31](=[O:33])[CH3:32])[O:17][C@@H:6]1[O:7][C:8]1[CH:13]=[C:12]([Cl:14])[C:11]([C:41]2[CH:42]=[CH:43][C:38]([C:36]([O:35][CH3:34])=[O:37])=[CH:39][CH:40]=2)=[C:10]([Cl:16])[CH:9]=1)(=[O:3])[CH3:2], predict the reactants needed to synthesize it. The reactants are: [C:1]([O:4][C@H:5]1[C@@H:20]([O:21][C:22](=[O:24])[CH3:23])[C@H:19]([O:25][C:26](=[O:28])[CH3:27])[C@@H:18]([CH2:29][O:30][C:31](=[O:33])[CH3:32])[O:17][C@@H:6]1[O:7][C:8]1[CH:13]=[C:12]([Cl:14])[C:11](Br)=[C:10]([Cl:16])[CH:9]=1)(=[O:3])[CH3:2].[CH3:34][O:35][C:36]([C:38]1[CH:43]=[CH:42][C:41](B(O)O)=[CH:40][CH:39]=1)=[O:37].C(=O)([O-])[O-].[Cs+].[Cs+].C(O[C@H]1[C@@H](OC(=O)C)[C@H](OC(=O)C)[C@@H](COC(=O)C)O[C@@H]1OC1C=CC(C2C=CC(C(OC)=O)=CC=2)=CC=1Cl)(=O)C. (6) The reactants are: C(OC(=O)[NH:7][C:8]1[CH:13]=[CH:12][C:11]([O:14][C:15]2[CH:20]=[CH:19][C:18]([C:21](=[O:30])[NH:22][C:23]3[CH:28]=[CH:27][C:26]([CH3:29])=[CH:25][CH:24]=3)=[CH:17][C:16]=2[NH:31][C:32]2[C:33]3[CH:41]=[CH:40][C:39]([CH:42]([CH3:44])[CH3:43])=[N:38][C:34]=3[N:35]=[CH:36][N:37]=2)=[CH:10][CH:9]=1)(C)(C)C.[F:46][C:47]([F:52])([F:51])[C:48]([OH:50])=[O:49]. Given the product [NH2:7][C:8]1[CH:13]=[CH:12][C:11]([O:14][C:15]2[CH:20]=[CH:19][C:18]([C:21]([NH:22][C:23]3[CH:28]=[CH:27][C:26]([CH3:29])=[CH:25][CH:24]=3)=[O:30])=[CH:17][C:16]=2[NH:31][C:32]2[C:33]3[CH:41]=[CH:40][C:39]([CH:42]([CH3:43])[CH3:44])=[N:38][C:34]=3[N:35]=[CH:36][N:37]=2)=[CH:10][CH:9]=1.[F:46][C:47]([F:52])([F:51])[C:48]([OH:50])=[O:49], predict the reactants needed to synthesize it. (7) Given the product [Cl:1][C:2]1[C:3]([N:9]2[C:13]([C:14]([OH:16])=[O:15])=[CH:12][C:11]([O:19][CH2:20][C:21]#[CH:22])=[N:10]2)=[N:4][CH:5]=[C:6]([Cl:8])[CH:7]=1, predict the reactants needed to synthesize it. The reactants are: [Cl:1][C:2]1[C:3]([N:9]2[C:13]([C:14]([O:16]CC)=[O:15])=[CH:12][C:11]([O:19][CH2:20][C:21]#[CH:22])=[N:10]2)=[N:4][CH:5]=[C:6]([Cl:8])[CH:7]=1.CO.O.[OH-].[Na+]. (8) The reactants are: C1C=C(Cl)C=C(C(OO)=[O:9])C=1.[CH2:12]([O:19][C:20]1[CH:29]=[CH:28][C:27]2[N:26]=[CH:25][C:24]3[N:30]=[C:31]([CH2:46][O:47][CH2:48][CH3:49])[N:32]([CH2:33][C:34]([NH:37][C:38]([CH:40]4[CH2:45][CH2:44][CH2:43][CH2:42][CH2:41]4)=[O:39])([CH3:36])[CH3:35])[C:23]=3[C:22]=2[CH:21]=1)[C:13]1[CH:18]=[CH:17][CH:16]=[CH:15][CH:14]=1. Given the product [CH2:12]([O:19][C:20]1[CH:29]=[CH:28][C:27]2[N+:26]([O-:9])=[CH:25][C:24]3[N:30]=[C:31]([CH2:46][O:47][CH2:48][CH3:49])[N:32]([CH2:33][C:34]([NH:37][C:38]([CH:40]4[CH2:41][CH2:42][CH2:43][CH2:44][CH2:45]4)=[O:39])([CH3:36])[CH3:35])[C:23]=3[C:22]=2[CH:21]=1)[C:13]1[CH:18]=[CH:17][CH:16]=[CH:15][CH:14]=1, predict the reactants needed to synthesize it. (9) Given the product [F:7][C:8]1[C:16]([CH3:17])=[CH:15][CH:14]=[C:13]([N:20]2[N:21]=[CH:22][CH:23]=[N:19]2)[C:9]=1[C:10]([OH:12])=[O:11], predict the reactants needed to synthesize it. The reactants are: C([O-])([O-])=O.[Cs+].[Cs+].[F:7][C:8]1[C:16]([CH3:17])=[CH:15][CH:14]=[C:13](I)[C:9]=1[C:10]([OH:12])=[O:11].[NH:19]1[CH:23]=[CH:22][N:21]=[N:20]1.